From a dataset of Full USPTO retrosynthesis dataset with 1.9M reactions from patents (1976-2016). Predict the reactants needed to synthesize the given product. (1) Given the product [CH3:20][O:21][C:22]1[CH:27]=[CH:26][C:25]([NH:28][C:29](=[O:30])[NH:1][C:2]2[CH:3]=[CH:4][C:5]([C:8]3[C:16]4[C:11](=[CH:12][N:13]=[CH:14][CH:15]=4)[NH:10][C:9]=3[C:17]([NH2:19])=[O:18])=[CH:6][CH:7]=2)=[CH:24][CH:23]=1, predict the reactants needed to synthesize it. The reactants are: [NH2:1][C:2]1[CH:7]=[CH:6][C:5]([C:8]2[C:16]3[C:11](=[CH:12][N:13]=[CH:14][CH:15]=3)[NH:10][C:9]=2[C:17]([NH2:19])=[O:18])=[CH:4][CH:3]=1.[CH3:20][O:21][C:22]1[CH:27]=[CH:26][C:25]([N:28]=[C:29]=[O:30])=[CH:24][CH:23]=1. (2) The reactants are: CC1C=C(C)C=C(C)C=1S([O-])(=O)=O.[NH2:14][N+:15]1[CH:20]=[CH:19][CH:18]=[C:17]([O:21][CH3:22])[CH:16]=1.C(=O)([O-])[O-].[K+].[K+].O1CCOCC1.[O:35]=[C:36]([C:49]1[N:54]=[C:53]([C:55]([O:57][CH3:58])=[O:56])[CH:52]=[CH:51][CH:50]=1)[C:37]#[C:38][C:39]1[CH:44]=[CH:43][CH:42]=[C:41]([C:45]([F:48])([F:47])[F:46])[CH:40]=1. Given the product [CH3:22][O:21][C:17]1[CH:18]=[CH:19][C:20]2[N:15]([N:14]=[C:38]([C:39]3[CH:44]=[CH:43][CH:42]=[C:41]([C:45]([F:48])([F:46])[F:47])[CH:40]=3)[C:37]=2[C:36]([C:49]2[N:54]=[C:53]([C:55]([O:57][CH3:58])=[O:56])[CH:52]=[CH:51][CH:50]=2)=[O:35])[CH:16]=1, predict the reactants needed to synthesize it.